This data is from NCI-60 drug combinations with 297,098 pairs across 59 cell lines. The task is: Regression. Given two drug SMILES strings and cell line genomic features, predict the synergy score measuring deviation from expected non-interaction effect. (1) Drug 1: C1=CN(C(=O)N=C1N)C2C(C(C(O2)CO)O)O.Cl. Drug 2: CN(C(=O)NC(C=O)C(C(C(CO)O)O)O)N=O. Cell line: A549. Synergy scores: CSS=33.5, Synergy_ZIP=0.888, Synergy_Bliss=2.50, Synergy_Loewe=-37.4, Synergy_HSA=0.0665. (2) Drug 1: CC(C1=C(C=CC(=C1Cl)F)Cl)OC2=C(N=CC(=C2)C3=CN(N=C3)C4CCNCC4)N. Drug 2: CC1C(C(CC(O1)OC2CC(CC3=C2C(=C4C(=C3O)C(=O)C5=C(C4=O)C(=CC=C5)OC)O)(C(=O)C)O)N)O.Cl. Cell line: NCI-H522. Synergy scores: CSS=47.2, Synergy_ZIP=15.8, Synergy_Bliss=19.4, Synergy_Loewe=15.6, Synergy_HSA=19.0. (3) Drug 1: CN1C(=O)N2C=NC(=C2N=N1)C(=O)N. Drug 2: C1C(C(OC1N2C=NC(=NC2=O)N)CO)O. Cell line: RXF 393. Synergy scores: CSS=4.81, Synergy_ZIP=-1.33, Synergy_Bliss=0.554, Synergy_Loewe=-4.15, Synergy_HSA=-1.33. (4) Drug 2: CCCS(=O)(=O)NC1=C(C(=C(C=C1)F)C(=O)C2=CNC3=C2C=C(C=N3)C4=CC=C(C=C4)Cl)F. Drug 1: CNC(=O)C1=CC=CC=C1SC2=CC3=C(C=C2)C(=NN3)C=CC4=CC=CC=N4. Synergy scores: CSS=7.60, Synergy_ZIP=-3.90, Synergy_Bliss=-4.39, Synergy_Loewe=-2.36, Synergy_HSA=-2.78. Cell line: SF-295. (5) Drug 1: CNC(=O)C1=CC=CC=C1SC2=CC3=C(C=C2)C(=NN3)C=CC4=CC=CC=N4. Drug 2: N.N.Cl[Pt+2]Cl. Cell line: A498. Synergy scores: CSS=2.44, Synergy_ZIP=-0.695, Synergy_Bliss=1.24, Synergy_Loewe=-5.75, Synergy_HSA=-0.00919.